Binary Classification. Given a drug SMILES string, predict its activity (active/inactive) in a high-throughput screening assay against a specified biological target. From a dataset of Serine/threonine kinase 33 screen with 319,792 compounds. (1) The molecule is Clc1cc(NC(=O)Nc2ccc(NC(=O)C)cc2)ccc1. The result is 0 (inactive). (2) The compound is S(=O)(=O)(Nc1cc(S(=O)(=O)Nc2c(cccc2)C(O)=O)ccc1)c1c(c(cc(c1C)C)C)C. The result is 0 (inactive).